From a dataset of NCI-60 drug combinations with 297,098 pairs across 59 cell lines. Regression. Given two drug SMILES strings and cell line genomic features, predict the synergy score measuring deviation from expected non-interaction effect. (1) Drug 1: CN(C(=O)NC(C=O)C(C(C(CO)O)O)O)N=O. Drug 2: C1CN(P(=O)(OC1)NCCCl)CCCl. Cell line: SF-268. Synergy scores: CSS=-1.60, Synergy_ZIP=2.48, Synergy_Bliss=4.49, Synergy_Loewe=-2.03, Synergy_HSA=-0.807. (2) Drug 1: CC(C)(C#N)C1=CC(=CC(=C1)CN2C=NC=N2)C(C)(C)C#N. Drug 2: COCCOC1=C(C=C2C(=C1)C(=NC=N2)NC3=CC=CC(=C3)C#C)OCCOC.Cl. Cell line: OVCAR-8. Synergy scores: CSS=1.98, Synergy_ZIP=0.348, Synergy_Bliss=3.62, Synergy_Loewe=0.303, Synergy_HSA=0.672. (3) Drug 1: CCCCCOC(=O)NC1=NC(=O)N(C=C1F)C2C(C(C(O2)C)O)O. Drug 2: C1=NNC2=C1C(=O)NC=N2. Cell line: SF-539. Synergy scores: CSS=4.99, Synergy_ZIP=5.28, Synergy_Bliss=2.07, Synergy_Loewe=4.05, Synergy_HSA=2.32. (4) Drug 1: CN1C(=O)N2C=NC(=C2N=N1)C(=O)N. Drug 2: N.N.Cl[Pt+2]Cl. Cell line: NCI/ADR-RES. Synergy scores: CSS=31.5, Synergy_ZIP=-9.29, Synergy_Bliss=-3.21, Synergy_Loewe=-21.9, Synergy_HSA=-6.28. (5) Drug 1: CC1=CC=C(C=C1)C2=CC(=NN2C3=CC=C(C=C3)S(=O)(=O)N)C(F)(F)F. Drug 2: CC(C)CN1C=NC2=C1C3=CC=CC=C3N=C2N. Cell line: NCI-H226. Synergy scores: CSS=-7.98, Synergy_ZIP=3.30, Synergy_Bliss=1.79, Synergy_Loewe=-5.35, Synergy_HSA=-3.57. (6) Drug 1: C1CCC(C1)C(CC#N)N2C=C(C=N2)C3=C4C=CNC4=NC=N3. Synergy scores: CSS=-11.3, Synergy_ZIP=8.74, Synergy_Bliss=7.49, Synergy_Loewe=0.376, Synergy_HSA=-3.15. Drug 2: CNC(=O)C1=CC=CC=C1SC2=CC3=C(C=C2)C(=NN3)C=CC4=CC=CC=N4. Cell line: M14.